Predict the reaction yield, written as a fraction of the theoretical maximum amount of product (1.0 means a 100% yield; for example, 0.34 means a 34% yield). From a dataset of Reaction yield outcomes from USPTO patents with 853,638 reactions. The reactants are [O:1]1[CH2:6][CH2:5][O:4][C:3]2[C:7]([C:11]([OH:13])=O)=[CH:8][CH:9]=[CH:10][C:2]1=2.[Cl:14][C:15]1[CH:16]=[C:17]([CH:19]=[CH:20][CH:21]=1)[NH2:18].C(N=C=NCCCN(C)C)C.OC1C2N=NNC=2C=CC=1.C(N(CC)CC)C. The catalyst is C(OCC)(=O)C.C(Cl)Cl. The product is [Cl:14][C:15]1[CH:16]=[C:17]([NH:18][C:11]([C:7]2[C:3]3[O:4][CH2:5][CH2:6][O:1][C:2]=3[CH:10]=[CH:9][CH:8]=2)=[O:13])[CH:19]=[CH:20][CH:21]=1. The yield is 0.650.